From a dataset of Retrosynthesis with 50K atom-mapped reactions and 10 reaction types from USPTO. Predict the reactants needed to synthesize the given product. (1) The reactants are: CC(C)(C)N.CC(C)(C)OC(=O)Nc1ccc(-c2cc(C(=O)O)nn2-c2cnccn2)nc1. Given the product CC(C)(C)NC(=O)c1cc(-c2ccc(NC(=O)OC(C)(C)C)cn2)n(-c2cnccn2)n1, predict the reactants needed to synthesize it. (2) Given the product CC(C)(C)c1nc(-c2cccc(NS(=O)(=O)c3c(F)cccc3F)c2F)c(-c2ccnc(NC3CC3)n2)s1, predict the reactants needed to synthesize it. The reactants are: CC(C)(C)c1nc(-c2cccc(NS(=O)(=O)c3c(F)cccc3F)c2F)c(-c2ccnc(Cl)n2)s1.NC1CC1. (3) The reactants are: Cc1ncc2n1-c1ccc(Cl)cc1C(c1ccccc1F)=NC2. Given the product Cc1ncc2n1-c1ccc(Cl)cc1C(c1ccccc1F)NC2, predict the reactants needed to synthesize it. (4) Given the product COC=C(Oc1cccc(OC(=COC)C(=O)OC)c1C(=O)O)C(=O)OC, predict the reactants needed to synthesize it. The reactants are: COC=C(Oc1cccc(OC(=COC)C(=O)OC)c1C(=O)OC(C)(C)C)C(=O)OC. (5) Given the product CC(C)(C)OC(=O)N1CCC(n2cc(Nc3ncc(Cl)c(CCc4ccccc4C4(C(N)=O)CC4)n3)cn2)C1, predict the reactants needed to synthesize it. The reactants are: CC(C)(C)OC(=O)N1CCC(n2cc(N)cn2)C1.NC(=O)C1(c2ccccc2CCc2nc(Cl)ncc2Cl)CC1. (6) Given the product CN1CCc2c(Cc3ccc(C(=O)NO)cc3)c3ccccc3n2C1, predict the reactants needed to synthesize it. The reactants are: COC(=O)c1ccc(Cc2c3n(c4ccccc24)CN(C)CC3)cc1.NO. (7) Given the product CNC(=O)c1ccccc1Nc1nc(Nc2c(OC)ccc3c2C(=O)N(C)CCC3)ncc1Cl, predict the reactants needed to synthesize it. The reactants are: CNC(=O)c1ccccc1Nc1nc(Cl)ncc1Cl.COc1ccc2c(c1N)C(=O)N(C)CCC2.